This data is from Forward reaction prediction with 1.9M reactions from USPTO patents (1976-2016). The task is: Predict the product of the given reaction. (1) Given the reactants Cl[C:2]1[C:11]([CH:12]=[O:13])=[CH:10][C:9]2[C:4](=[CH:5][CH:6]=[C:7]([O:14][CH3:15])[CH:8]=2)[N:3]=1.[CH2:16]([NH2:23])[C:17]1[CH:22]=[CH:21][CH:20]=[CH:19][CH:18]=1, predict the reaction product. The product is: [CH2:16]([NH:23][C:2]1[C:11]([CH:12]=[O:13])=[CH:10][C:9]2[C:4](=[CH:5][CH:6]=[C:7]([O:14][CH3:15])[CH:8]=2)[N:3]=1)[C:17]1[CH:22]=[CH:21][CH:20]=[CH:19][CH:18]=1. (2) Given the reactants CN(C)C(=O)C.O.[Cl:8][C:9]1[CH:21]=[CH:20][C:12]([CH2:13][CH2:14][NH:15][CH2:16][CH:17](O)[CH3:18])=[CH:11][CH:10]=1.S(Cl)([Cl:24])=O, predict the reaction product. The product is: [ClH:8].[Cl:24][CH:17]([CH3:18])[CH2:16][NH:15][CH2:14][CH2:13][C:12]1[CH:20]=[CH:21][C:9]([Cl:8])=[CH:10][CH:11]=1. (3) Given the reactants [H-].[Na+].[O:3]1[CH2:8][CH2:7][CH:6]([OH:9])[CH2:5][CH2:4]1.[Cl:10][C:11]1[C:16](Cl)=[N:15][CH:14]=[CH:13][N:12]=1, predict the reaction product. The product is: [Cl:10][C:11]1[C:16]([O:9][CH:6]2[CH2:7][CH2:8][O:3][CH2:4][CH2:5]2)=[N:15][CH:14]=[CH:13][N:12]=1. (4) Given the reactants [F:1][C:2]1[CH:3]=[CH:4][CH:5]=[C:6]2[C:11]=1[NH:10][C:9](=[O:12])[N:8]([CH:13]1[CH2:18][CH2:17][N:16]([C:19]([O:21][CH:22]([C:34]3[CH:39]=[CH:38][CH:37]=[C:36](Br)[N:35]=3)[CH2:23][C:24]3[CH:25]=[C:26]4[C:30](=[C:31]([CH3:33])[CH:32]=3)[NH:29][N:28]=[CH:27]4)=[O:20])[CH2:15][CH2:14]1)[CH2:7]2.[Br-].[CH2:42]([Zn+])[CH:43]([CH3:45])[CH3:44], predict the reaction product. The product is: [F:1][C:2]1[CH:3]=[CH:4][CH:5]=[C:6]2[C:11]=1[NH:10][C:9](=[O:12])[N:8]([CH:13]1[CH2:18][CH2:17][N:16]([C:19]([O:21][CH:22]([C:34]3[CH:39]=[CH:38][CH:37]=[C:36]([CH2:42][CH:43]([CH3:45])[CH3:44])[N:35]=3)[CH2:23][C:24]3[CH:25]=[C:26]4[C:30](=[C:31]([CH3:33])[CH:32]=3)[NH:29][N:28]=[CH:27]4)=[O:20])[CH2:15][CH2:14]1)[CH2:7]2. (5) Given the reactants [F:1][C:2]([F:18])([F:17])[O:3][C:4]1[CH:9]=[CH:8][C:7]([C:10]#[C:11][CH2:12][CH2:13][CH:14]([OH:16])[CH3:15])=[CH:6][CH:5]=1.[CH2:19]([O:21][C:22](=[O:35])[C:23]([O:26][C:27]1[CH:32]=[CH:31][C:30](O)=[CH:29][C:28]=1[CH3:34])([CH3:25])[CH3:24])[CH3:20], predict the reaction product. The product is: [CH2:19]([O:21][C:22](=[O:35])[C:23]([CH3:25])([O:26][C:27]1[CH:32]=[CH:31][C:30]([O:16][CH:14]([CH3:15])[CH2:13][CH2:12][C:11]#[C:10][C:7]2[CH:6]=[CH:5][C:4]([O:3][C:2]([F:17])([F:18])[F:1])=[CH:9][CH:8]=2)=[CH:29][C:28]=1[CH3:34])[CH3:24])[CH3:20]. (6) The product is: [F:17][C:10]([F:9])([F:16])[C:11](=[O:13])[CH2:2][C:3]#[N:5]. Given the reactants [Li+].[CH3:2][CH:3]([N-:5]C(C)C)C.[F:9][C:10]([F:17])([F:16])[C:11]([O:13]CC)=O.C(#N)C, predict the reaction product.